Predict which catalyst facilitates the given reaction. From a dataset of Catalyst prediction with 721,799 reactions and 888 catalyst types from USPTO. (1) Reactant: [CH3:1][O:2][C:3]1[CH:4]=[C:5]([CH:7]=[CH:8][CH:9]=1)[NH2:6].[C:10]1(=O)[CH2:15][CH2:14][CH2:13][C:12](=[O:16])[CH2:11]1. Product: [CH3:1][O:2][C:3]1[CH:4]=[C:5]([NH:6][C:10]2[CH2:15][CH2:14][CH2:13][C:12](=[O:16])[CH:11]=2)[CH:7]=[CH:8][CH:9]=1. The catalyst class is: 6. (2) Reactant: [Cl:1][C:2]([Cl:7])([Cl:6])[C:3](Cl)=[O:4].C[N:9]1[CH:13]=[CH:12][CH:11]=[CH:10]1. Product: [Cl:1][C:2]([Cl:7])([Cl:6])[C:3]([C:10]1[NH:9][CH:13]=[CH:12][CH:11]=1)=[O:4]. The catalyst class is: 27.